The task is: Predict the product of the given reaction.. This data is from Forward reaction prediction with 1.9M reactions from USPTO patents (1976-2016). (1) The product is: [CH3:21][O:20][C:18](=[O:19])[CH2:17][NH:16][C:14]([C:7]1[C:8](=[O:13])[N:9]([CH3:12])[C:10]2[C:5]([C:6]=1[OH:22])=[CH:4][CH:3]=[C:2]([C:24]#[C:23][Si:25]([CH3:28])([CH3:27])[CH3:26])[CH:11]=2)=[O:15]. Given the reactants Br[C:2]1[CH:11]=[C:10]2[C:5]([C:6]([OH:22])=[C:7]([C:14]([NH:16][CH2:17][C:18]([O:20][CH3:21])=[O:19])=[O:15])[C:8](=[O:13])[N:9]2[CH3:12])=[CH:4][CH:3]=1.[C:23]([Si:25]([CH3:28])([CH3:27])[CH3:26])#[CH:24].C(N(C(C)C)C(C)C)C.O1CCCC1, predict the reaction product. (2) Given the reactants [CH3:1][C:2]1[CH:10]=[CH:9][C:5]([C:6]([OH:8])=O)=[CH:4][C:3]=1[N:11]1[C:20](=[O:21])[C:19]2[C:14](=[CH:15][CH:16]=[C:17]([N:22]3[CH2:27][CH2:26][N:25]([CH2:28][CH3:29])[CH2:24][CH2:23]3)[CH:18]=2)[N:13]=[CH:12]1.S(Cl)(Cl)=O.[NH2:34][C:35]1[CH:39]=[CH:38][O:37][N:36]=1.C(N(CC)C(C)C)(C)C, predict the reaction product. The product is: [CH2:28]([N:25]1[CH2:24][CH2:23][N:22]([C:17]2[CH:18]=[C:19]3[C:14](=[CH:15][CH:16]=2)[N:13]=[CH:12][N:11]([C:3]2[CH:4]=[C:5]([CH:9]=[CH:10][C:2]=2[CH3:1])[C:6]([NH:34][C:35]2[CH:39]=[CH:38][O:37][N:36]=2)=[O:8])[C:20]3=[O:21])[CH2:27][CH2:26]1)[CH3:29]. (3) Given the reactants [BH4-].[Na+].[F:3][C:4]1[CH:25]=[CH:24][CH:23]=[CH:22][C:5]=1[CH:6]=[C:7]1[C:12](=[O:13])[C:11](=[CH:14][C:15]2[CH:20]=[CH:19][CH:18]=[CH:17][C:16]=2[F:21])[CH2:10][NH:9][CH2:8]1, predict the reaction product. The product is: [F:21][C:16]1[CH:17]=[CH:18][CH:19]=[CH:20][C:15]=1[CH:14]=[C:11]1[CH:12]([OH:13])[C:7](=[CH:6][C:5]2[CH:22]=[CH:23][CH:24]=[CH:25][C:4]=2[F:3])[CH2:8][NH:9][CH2:10]1. (4) The product is: [NH:18]1[C:19]([C:24]([NH:2][CH2:3][C:4]([O:6][CH2:7][CH3:8])=[O:5])=[O:43])=[CH:20][CH:21]=[CH:22]1. Given the reactants Cl.[NH2:2][CH2:3][C:4]([O:6][CH2:7][CH3:8])=[O:5].F[P-](F)(F)(F)(F)F.N1(O[P+](N(C)C)(N(C)C)N(C)C)[C:20]2[CH:21]=[CH:22]C=[CH:24][C:19]=2[N:18]=N1.CCN(CC)CC.[OH2:43], predict the reaction product. (5) Given the reactants [Cl:1][C:2]1[CH:7]=[C:6]([Cl:8])[CH:5]=[CH:4][C:3]=1[C:9]1[C:10]2[N:11]([C:15]([N:20]([CH2:28][CH2:29][CH3:30])C(=O)OC(C)(C)C)=[C:16]([CH2:18][CH3:19])[N:17]=2)[CH:12]=[CH:13][N:14]=1.Cl.C(OCC)(=O)C.[OH-].[Na+], predict the reaction product. The product is: [Cl:1][C:2]1[CH:7]=[C:6]([Cl:8])[CH:5]=[CH:4][C:3]=1[C:9]1[C:10]2[N:11]([C:15]([NH:20][CH2:28][CH2:29][CH3:30])=[C:16]([CH2:18][CH3:19])[N:17]=2)[CH:12]=[CH:13][N:14]=1. (6) Given the reactants [F:1][C:2]1[CH:7]=[CH:6][CH:5]=[CH:4][C:3]=1[C:8]1[O:12][N:11]=[C:10]([C:13]2[CH:14]=[C:15]([CH:19]=[CH:20][CH:21]=2)[C:16](O)=[O:17])[N:9]=1.C(Cl)(=O)C([Cl:25])=O, predict the reaction product. The product is: [F:1][C:2]1[CH:7]=[CH:6][CH:5]=[CH:4][C:3]=1[C:8]1[O:12][N:11]=[C:10]([C:13]2[CH:14]=[C:15]([CH:19]=[CH:20][CH:21]=2)[C:16]([Cl:25])=[O:17])[N:9]=1. (7) Given the reactants [CH2:1]1[O:5][C@@H:4]2[C@@H:6]([OH:9])[CH2:7][O:8][C@@H:3]2[C@@H:2]1[OH:10].[C:11]1(=[O:17])[O:16][C:14](=[O:15])[CH2:13][CH2:12]1, predict the reaction product. The product is: [OH:9][C@@H:6]1[CH2:7][O:8][C@@H:3]2[C@H:4]1[O:5][CH2:1][C@@H:2]2[O:10][C:11]([CH2:12][CH2:13][C:14]([OH:16])=[O:15])=[O:17].